Dataset: Reaction yield outcomes from USPTO patents with 853,638 reactions. Task: Predict the reaction yield, written as a fraction of the theoretical maximum amount of product (1.0 means a 100% yield; for example, 0.34 means a 34% yield). The reactants are [NH2:1][C:2]1[CH:3]=[CH:4][C:5]([N:8]2[CH2:13][CH2:12][C:11]([CH2:15][C:16]([O:18][CH3:19])=[O:17])([CH3:14])[CH2:10][CH2:9]2)=[N:6][CH:7]=1.C(N(CC)CC)C.Cl[C:28](=[O:33])[C:29]([O:31][CH3:32])=[O:30]. The catalyst is C(Cl)Cl. The product is [CH3:19][O:18][C:16](=[O:17])[CH2:15][C:11]1([CH3:14])[CH2:12][CH2:13][N:8]([C:5]2[N:6]=[CH:7][C:2]([NH:1][C:28](=[O:33])[C:29]([O:31][CH3:32])=[O:30])=[CH:3][CH:4]=2)[CH2:9][CH2:10]1. The yield is 1.00.